This data is from Reaction yield outcomes from USPTO patents with 853,638 reactions. The task is: Predict the reaction yield, written as a fraction of the theoretical maximum amount of product (1.0 means a 100% yield; for example, 0.34 means a 34% yield). (1) The reactants are [CH3:1][C:2]1[CH:9]=[C:8]([CH3:10])[CH:7]=[C:6]([N+:11]([O-:13])=[O:12])[C:3]=1[C:4]#[N:5].OO.CS(C)=[O:18].[OH-].[K+]. The catalyst is CO.O. The product is [CH3:10][C:8]1[CH:9]=[C:2]([CH3:1])[C:3]([C:4]([NH2:5])=[O:18])=[C:6]([N+:11]([O-:13])=[O:12])[CH:7]=1. The yield is 0.430. (2) The catalyst is CCO.Cl. The product is [ClH:18].[C:1]([S:5]([C:8]1[CH:9]=[C:10]2[C:15](=[CH:16][CH:17]=1)[N:14]=[CH:13][CH:12]=[C:11]2[NH:19][C:20]1[C:24]([C:25]([O:27][CH2:28][CH3:29])=[O:26])=[C:23]([CH3:30])[NH:22][N:21]=1)(=[O:7])=[O:6])([CH3:4])([CH3:3])[CH3:2]. The yield is 0.595. The reactants are [C:1]([S:5]([C:8]1[CH:9]=[C:10]2[C:15](=[CH:16][CH:17]=1)[N:14]=[CH:13][CH:12]=[C:11]2[Cl:18])(=[O:7])=[O:6])([CH3:4])([CH3:3])[CH3:2].[NH2:19][C:20]1[C:24]([C:25]([O:27][CH2:28][CH3:29])=[O:26])=[C:23]([CH3:30])[NH:22][N:21]=1. (3) The reactants are [CH:1]1([CH2:7][C:8]2[S:12][CH:11]=[N:10][C:9]=2[C:13]2[CH:18]=[C:17]([C:19]([CH3:22])([CH3:21])[CH3:20])[CH:16]=[C:15]([C:23]([CH3:26])([CH3:25])[CH3:24])[CH:14]=2)[CH2:6][CH2:5][CH2:4][CH2:3][CH2:2]1.[Li]CCCC.C(Br)(Br)(Br)[Br:33]. The product is [Br:33][C:11]1[S:12][C:8]([CH2:7][CH:1]2[CH2:2][CH2:3][CH2:4][CH2:5][CH2:6]2)=[C:9]([C:13]2[CH:18]=[C:17]([C:19]([CH3:20])([CH3:22])[CH3:21])[CH:16]=[C:15]([C:23]([CH3:26])([CH3:25])[CH3:24])[CH:14]=2)[N:10]=1. The catalyst is C1COCC1. The yield is 0.860. (4) No catalyst specified. The reactants are [CH:1]([O:4][C:5]1[CH:6]=[CH:7][C:8]2[CH2:9][N:10](C(OC(C)(C)C)=O)[CH2:11][CH2:12][O:13][C:14]=2[N:15]=1)([CH3:3])[CH3:2].[ClH:23].C(OCC)(=O)C. The yield is 0.0300. The product is [ClH:23].[CH:1]([O:4][C:5]1[CH:6]=[CH:7][C:8]2[CH2:9][NH:10][CH2:11][CH2:12][O:13][C:14]=2[N:15]=1)([CH3:3])[CH3:2]. (5) The reactants are [O:1]=[S:2]1(=[O:59])[CH2:7][CH2:6][N:5]([C:8](=[O:58])[CH2:9][NH:10][C@:11]23[CH2:54][CH2:53][C@@H:52]([C:55]([CH3:57])=[CH2:56])[C@@H:12]2[C@@H:13]2[C@@:26]([CH3:29])([CH2:27][CH2:28]3)[C@@:25]3([CH3:30])[C@@H:16]([C@:17]4([CH3:51])[C@@H:22]([CH2:23][CH2:24]3)[C:21]([CH3:32])([CH3:31])[C:20]([C:33]3[CH2:38][CH2:37][C@@:36]([CH2:49][F:50])([C:39]([O:41]CC5C=CC=CC=5)=[O:40])[CH2:35][CH:34]=3)=[CH:19][CH2:18]4)[CH2:15][CH2:14]2)[CH2:4][CH2:3]1.C(O)(C(F)(F)F)=O.[Li+].[OH-].C1COCC1. The catalyst is CO. The product is [O:59]=[S:2]1(=[O:1])[CH2:3][CH2:4][N:5]([C:8](=[O:58])[CH2:9][NH:10][C@:11]23[CH2:54][CH2:53][C@@H:52]([C:55]([CH3:57])=[CH2:56])[C@@H:12]2[C@@H:13]2[C@@:26]([CH3:29])([CH2:27][CH2:28]3)[C@@:25]3([CH3:30])[C@@H:16]([C@:17]4([CH3:51])[C@@H:22]([CH2:23][CH2:24]3)[C:21]([CH3:31])([CH3:32])[C:20]([C:33]3[CH2:38][CH2:37][C@@:36]([CH2:49][F:50])([C:39]([OH:41])=[O:40])[CH2:35][CH:34]=3)=[CH:19][CH2:18]4)[CH2:15][CH2:14]2)[CH2:6][CH2:7]1. The yield is 0.660.